This data is from Forward reaction prediction with 1.9M reactions from USPTO patents (1976-2016). The task is: Predict the product of the given reaction. (1) Given the reactants [O:1]1[CH2:6][CH2:5][CH2:4][CH2:3][CH:2]1[O:7][CH2:8][C:9]#[C:10][CH2:11][C@@H:12]([OH:17])[CH2:13][CH2:14][CH:15]=C.[O:18]1CCOCC1.I([O-])(=O)(=O)=O.[Na+].N1C(C)=CC=CC=1C, predict the reaction product. The product is: [OH:17][C@H:12]([CH2:11][C:10]#[C:9][CH2:8][O:7][CH:2]1[CH2:3][CH2:4][CH2:5][CH2:6][O:1]1)[CH2:13][CH2:14][CH:15]=[O:18]. (2) Given the reactants [OH2:1].C(O)(=O)[CH:3]=[O:4].[C:7](=[O:24])([O:9][CH2:10][CH:11]1[C:23]2[CH:22]=[CH:21][CH:20]=[CH:19][C:18]=2[C:17]2[C:12]1=[CH:13][CH:14]=[CH:15][CH:16]=2)[NH2:8].[CH2:25]([O:27][CH2:28][CH3:29])C, predict the reaction product. The product is: [CH:22]1[C:23]2[CH:11]([CH2:10][O:9][C:7]([NH:8][CH:28]([O:27][CH3:25])[C:29]([O:4][CH3:3])=[O:1])=[O:24])[C:12]3[C:17](=[CH:16][CH:15]=[CH:14][CH:13]=3)[C:18]=2[CH:19]=[CH:20][CH:21]=1. (3) Given the reactants [C:1]([CH:3]=[C:4]1[CH2:7][N:6]([C:8](OC(C)(C)C)=O)[CH2:5]1)#[N:2].Cl.O1CCOCC1.[CH3:22][O:23][CH:24]1C(=O)[CH2:28][CH2:27][N:26]([C:31]([O:33][C:34]([CH3:37])([CH3:36])[CH3:35])=[O:32])[CH2:25]1.C(N(CC)CC)C.C(O[BH-](OC(=O)C)OC(=O)C)(=O)C.[Na+], predict the reaction product. The product is: [C:1]([CH:3]=[C:4]1[CH2:5][N:6]([C@H:8]2[CH2:28][CH2:27][N:26]([C:31]([O:33][C:34]([CH3:36])([CH3:35])[CH3:37])=[O:32])[CH2:25][C@H:24]2[O:23][CH3:22])[CH2:7]1)#[N:2].